Dataset: Full USPTO retrosynthesis dataset with 1.9M reactions from patents (1976-2016). Task: Predict the reactants needed to synthesize the given product. (1) Given the product [F:1][C:2]1[CH:7]=[CH:6][C:5]2[N:8]=[C:11]([NH:10][CH:13]3[C:22]4[C:17](=[CH:18][CH:19]=[CH:20][CH:21]=4)[CH2:16][CH2:15][CH2:14]3)[NH:9][C:4]=2[CH:3]=1, predict the reactants needed to synthesize it. The reactants are: [F:1][C:2]1[CH:7]=[CH:6][C:5]([NH2:8])=[C:4]([NH2:9])[CH:3]=1.[N:10]([CH:13]1[C:22]2[C:17](=[CH:18][CH:19]=[CH:20][CH:21]=2)[CH2:16][CH2:15][CH2:14]1)=[C:11]=S. (2) Given the product [CH3:10][C:8]1[N:7]([CH2:11][C:12]2[CH:17]=[CH:16][CH:15]=[CH:14][CH:13]=2)[C:6]2[CH:18]=[C:2]([N:22]3[CH2:27][CH2:26][O:25][CH2:24][CH2:23]3)[CH:3]=[C:4]([N+:19]([O-:21])=[O:20])[C:5]=2[N:9]=1, predict the reactants needed to synthesize it. The reactants are: Br[C:2]1[CH:3]=[C:4]([N+:19]([O-:21])=[O:20])[C:5]2[N:9]=[C:8]([CH3:10])[N:7]([CH2:11][C:12]3[CH:17]=[CH:16][CH:15]=[CH:14][CH:13]=3)[C:6]=2[CH:18]=1.[NH:22]1[CH2:27][CH2:26][O:25][CH2:24][CH2:23]1.C([O-])([O-])=O.[Cs+].[Cs+].CC(C1C=C(C(C)C)C(C2C=CC=CC=2P(C2CCCCC2)C2CCCCC2)=C(C(C)C)C=1)C. (3) Given the product [F:1][C:2]1[CH:7]=[C:6]([N+:8]([O-:10])=[O:9])[CH:5]=[CH:4][C:3]=1[CH2:11][CH2:12][CH2:13][C:14]1[NH:18][CH:17]=[CH:16][N:15]=1, predict the reactants needed to synthesize it. The reactants are: [F:1][C:2]1[CH:7]=[C:6]([N+:8]([O-:10])=[O:9])[CH:5]=[CH:4][C:3]=1[CH2:11][CH2:12][CH2:13][C:14]1[NH:15][CH2:16][CH2:17][N:18]=1.[Mn]([O-])(=O)(=O)=O.[K+].CO.